This data is from Catalyst prediction with 721,799 reactions and 888 catalyst types from USPTO. The task is: Predict which catalyst facilitates the given reaction. (1) Reactant: Br[C:2]1[CH:3]=[C:4]([F:9])[C:5]([F:8])=[N:6][CH:7]=1.[CH3:10][N:11]1[CH:15]=[C:14](B2OC(C)(C)C(C)(C)O2)[CH:13]=[N:12]1.C([O-])([O-])=O.[Na+].[Na+]. Product: [F:8][C:5]1[C:4]([F:9])=[CH:3][C:2]([C:14]2[CH:13]=[N:12][N:11]([CH3:10])[CH:15]=2)=[CH:7][N:6]=1. The catalyst class is: 128. (2) The catalyst class is: 1. Reactant: [H-].[H-].[H-].[H-].[Li+].[Al+3].[C:7]([C:9]1[CH:18]=[C:17]([F:19])[CH:16]=[CH:15][C:10]=1[C:11](OC)=[O:12])#[N:8]. Product: [NH2:8][CH2:7][C:9]1[CH:18]=[C:17]([F:19])[CH:16]=[CH:15][C:10]=1[CH2:11][OH:12].